From a dataset of Buchwald-Hartwig C-N cross coupling reaction yields with 55,370 reactions. Predict the reaction yield, written as a fraction of the theoretical maximum amount of product (1.0 means a 100% yield; for example, 0.34 means a 34% yield). (1) The reactants are COc1ccc(Br)cc1.Cc1ccc(N)cc1.O=S(=O)(O[Pd]1c2ccccc2-c2ccccc2N~1)C(F)(F)F.CC(C)c1cc(C(C)C)c(-c2ccccc2P(C(C)(C)C)C(C)(C)C)c(C(C)C)c1.CCN=P(N=P(N(C)C)(N(C)C)N(C)C)(N(C)C)N(C)C.c1ccc2nocc2c1. No catalyst specified. The product is COc1ccc(Nc2ccc(C)cc2)cc1. The yield is 0.133. (2) The reactants are Ic1ccccn1.Cc1ccc(N)cc1.O=S(=O)(O[Pd]1c2ccccc2-c2ccccc2N~1)C(F)(F)F.CC(C)c1cc(C(C)C)c(-c2ccccc2P(C(C)(C)C)C(C)(C)C)c(C(C)C)c1.CN1CCCN2CCCN=C12.CCOC(=O)c1cnoc1. No catalyst specified. The product is Cc1ccc(Nc2ccccn2)cc1. The yield is 0.512. (3) The reactants are Brc1cccnc1.Cc1ccc(N)cc1.O=S(=O)(O[Pd]1c2ccccc2-c2ccccc2N~1)C(F)(F)F.CC(C)c1cc(C(C)C)c(-c2ccccc2P(C2CCCCC2)C2CCCCC2)c(C(C)C)c1.CCN=P(N=P(N(C)C)(N(C)C)N(C)C)(N(C)C)N(C)C.Cc1cc(C)on1. No catalyst specified. The product is Cc1ccc(Nc2cccnc2)cc1. The yield is 0.272.